This data is from Full USPTO retrosynthesis dataset with 1.9M reactions from patents (1976-2016). The task is: Predict the reactants needed to synthesize the given product. (1) Given the product [Cl:1][C:2]1[CH:8]=[CH:7][CH:6]=[C:5]([Cl:9])[C:3]=1[N+:4]([O-:16])=[O:14], predict the reactants needed to synthesize it. The reactants are: [Cl:1][C:2]1[CH:8]=[CH:7][CH:6]=[C:5]([Cl:9])[C:3]=1[NH2:4].OO.CO.[OH-:14].[K+].[OH2:16]. (2) Given the product [CH:2]([C:3]1[S:4][CH:5]=[C:6]2[C:11]=1[C:10](=[O:12])[N:9]([C:13]1[CH:18]=[C:17]([S:19]([N:22]3[C:31]4[C:26](=[CH:27][CH:28]=[CH:29][CH:30]=4)[CH2:25][CH2:24][CH2:23]3)(=[O:20])=[O:21])[CH:16]=[CH:15][C:14]=1[Cl:32])[C:8](=[O:33])[NH:7]2)=[O:1], predict the reactants needed to synthesize it. The reactants are: [OH:1][CH2:2][C:3]1[S:4][CH:5]=[C:6]2[C:11]=1[C:10](=[O:12])[N:9]([C:13]1[CH:18]=[C:17]([S:19]([N:22]3[C:31]4[C:26](=[CH:27][CH:28]=[CH:29][CH:30]=4)[CH2:25][CH2:24][CH2:23]3)(=[O:21])=[O:20])[CH:16]=[CH:15][C:14]=1[Cl:32])[C:8](=[O:33])[NH:7]2. (3) Given the product [CH2:19]([N:15]1[CH2:16][CH2:17][CH2:18][C:13]2([NH:12][C:11](=[O:27])[C:10]3[CH:28]=[C:6](/[CH:5]=[CH:4]/[C:3]([OH:29])=[O:2])[CH:7]=[CH:8][C:9]=3[O:26]2)[CH2:14]1)[C:20]1[CH:25]=[CH:24][CH:23]=[CH:22][CH:21]=1, predict the reactants needed to synthesize it. The reactants are: C[O:2][C:3](=[O:29])/[CH:4]=[CH:5]/[C:6]1[CH:7]=[CH:8][C:9]2[O:26][C:13]3([CH2:18][CH2:17][CH2:16][N:15]([CH2:19][C:20]4[CH:25]=[CH:24][CH:23]=[CH:22][CH:21]=4)[CH2:14]3)[NH:12][C:11](=[O:27])[C:10]=2[CH:28]=1.[OH-].[Na+]. (4) The reactants are: C[C:2]([CH3:5])([O-])[CH3:3].[K+].O=[C:8]1[CH2:13][CH2:12][CH:11]([NH:14][C:15](=[O:21])[O:16][C:17]([CH3:20])([CH3:19])[CH3:18])[CH2:10][CH2:9]1.[Cl-].[NH4+].[CH3:24]N(C)C=O. Given the product [CH:24](=[C:8]1[CH2:13][CH2:12][CH:11]([NH:14][C:15](=[O:21])[O:16][C:17]([CH3:20])([CH3:19])[CH3:18])[CH2:10][CH2:9]1)[CH2:3][CH2:2][CH3:5], predict the reactants needed to synthesize it. (5) Given the product [Cl:1][C:2]1[CH:7]=[C:6]([CH2:8][C:9]2[CH:10]=[CH:11][CH:12]=[CH:13][CH:14]=2)[CH:5]=[CH:4][C:3]=1[NH2:15], predict the reactants needed to synthesize it. The reactants are: [Cl:1][C:2]1[CH:7]=[C:6]([CH2:8][C:9]2[CH:14]=[CH:13][CH:12]=[CH:11][CH:10]=2)[CH:5]=[CH:4][C:3]=1[N+:15]([O-])=O. (6) Given the product [F:22][C:18]1[CH:17]=[C:16]([C:15]2[S:14][C:13]([CH3:23])=[N:12][C:11]=2[C:9]([N:4]2[C@H:3]([CH2:2][NH:1][C:31]([C:30]3[N:26]([CH2:24][CH3:25])[N:27]=[C:28]([CH3:34])[CH:29]=3)=[O:32])[CH2:8][C@H:7]3[C@@H:5]2[CH2:6]3)=[O:10])[CH:21]=[CH:20][CH:19]=1, predict the reactants needed to synthesize it. The reactants are: [NH2:1][CH2:2][C@@H:3]1[CH2:8][C@H:7]2[C@H:5]([CH2:6]2)[N:4]1[C:9]([C:11]1[N:12]=[C:13]([CH3:23])[S:14][C:15]=1[C:16]1[CH:21]=[CH:20][CH:19]=[C:18]([F:22])[CH:17]=1)=[O:10].[CH2:24]([N:26]1[C:30]([C:31](O)=[O:32])=[CH:29][C:28]([CH3:34])=[N:27]1)[CH3:25].